Dataset: Forward reaction prediction with 1.9M reactions from USPTO patents (1976-2016). Task: Predict the product of the given reaction. (1) Given the reactants [Br:1][C:2]1[C:7]([O:8][CH3:9])=[CH:6][C:5]2[O:10][CH2:11][C:12]3[C:16]([C:17](O)=[O:18])=[N:15][N:14]([C:20]4[CH:24]=[CH:23][S:22][CH:21]=4)[C:13]=3[C:4]=2[CH:3]=1.[C:25]([NH:29][CH3:30])([CH3:28])([CH3:27])[CH3:26].CN(C(ON1N=NC2C=CC=NC1=2)=[N+](C)C)C.F[P-](F)(F)(F)(F)F.C(N(C(C)C)CC)(C)C, predict the reaction product. The product is: [C:25]([N:29]([CH3:30])[C:17]([C:16]1[C:12]2[CH2:11][O:10][C:5]3[CH:6]=[C:7]([O:8][CH3:9])[C:2]([Br:1])=[CH:3][C:4]=3[C:13]=2[N:14]([C:20]2[CH:24]=[CH:23][S:22][CH:21]=2)[N:15]=1)=[O:18])([CH3:28])([CH3:27])[CH3:26]. (2) Given the reactants [C:1]([OH:7])([C:3]([F:6])([F:5])[F:4])=[O:2].[C:8](#[N:10])[CH3:9], predict the reaction product. The product is: [C:8](#[N:10])[CH3:9].[C:1]([OH:7])([C:3]([F:6])([F:5])[F:4])=[O:2]. (3) Given the reactants [NH2:1][C@@H:2]([CH3:14])[CH2:3][N:4]1[C:12]2[C:7](=[CH:8][CH:9]=[C:10]([OH:13])[CH:11]=2)[CH:6]=[N:5]1.C(=O)(O)[O-].[Na+].Cl[C:21]([O:23][CH2:24][C:25]1[CH:30]=[CH:29][CH:28]=[CH:27][CH:26]=1)=[O:22], predict the reaction product. The product is: [OH:13][C:10]1[CH:11]=[C:12]2[C:7]([CH:6]=[N:5][N:4]2[CH2:3][C@@H:2]([NH:1][C:21](=[O:22])[O:23][CH2:24][C:25]2[CH:30]=[CH:29][CH:28]=[CH:27][CH:26]=2)[CH3:14])=[CH:8][CH:9]=1. (4) Given the reactants [C:1]([C:5]1[CH:6]=[C:7]([N:15]2[C:19]([CH:20]([CH:23]3[CH2:28][CH2:27][CH2:26][CH2:25][CH2:24]3)[O:21][CH3:22])=[C:18]([CH3:29])[C:17]([C:30]([O:32]CC)=[O:31])=[CH:16]2)[CH:8]=[C:9]([C:11]2([CH3:14])[CH2:13][CH2:12]2)[CH:10]=1)([CH3:4])([CH3:3])[CH3:2].CC([O-])(C)C.[K+].Cl, predict the reaction product. The product is: [C:1]([C:5]1[CH:6]=[C:7]([N:15]2[C:19]([CH:20]([CH:23]3[CH2:24][CH2:25][CH2:26][CH2:27][CH2:28]3)[O:21][CH3:22])=[C:18]([CH3:29])[C:17]([C:30]([OH:32])=[O:31])=[CH:16]2)[CH:8]=[C:9]([C:11]2([CH3:14])[CH2:13][CH2:12]2)[CH:10]=1)([CH3:2])([CH3:3])[CH3:4]. (5) Given the reactants FC(F)(F)S(O[C:7]1[C:12]([Cl:13])=[CH:11][C:10]([NH:14][C:15]([O:17][C:18]([CH3:21])([CH3:20])[CH3:19])=[O:16])=[CH:9][C:8]=1[Cl:22])(=O)=O.C1C=CC(P(C2C=CC=CC=2)CCCP(C2C=CC=CC=2)C2C=CC=CC=2)=CC=1.CCN(CC)CC, predict the reaction product. The product is: [C:18]([O:17][C:15]([NH:14][C:10]1[CH:11]=[C:12]([Cl:13])[C:7]([C:15]([O:17][CH3:18])=[O:16])=[C:8]([Cl:22])[CH:9]=1)=[O:16])([CH3:21])([CH3:20])[CH3:19].